This data is from Full USPTO retrosynthesis dataset with 1.9M reactions from patents (1976-2016). The task is: Predict the reactants needed to synthesize the given product. (1) The reactants are: S(OC)(O[CH3:5])(=O)=O.[CH3:8][C:9]([CH3:25])([CH3:24])[C:10]([O:12][C:13]1[C:14]([C:20]([O:22][CH3:23])=[O:21])=[N:15][CH:16]=[N:17][C:18]=1[OH:19])=[O:11].C(=O)([O-])[O-].[Cs+].[Cs+]. Given the product [CH3:8][C:9]([CH3:25])([CH3:24])[C:10]([O:12][C:13]1[C:18](=[O:19])[N:17]([CH3:5])[CH:16]=[N:15][C:14]=1[C:20]([O:22][CH3:23])=[O:21])=[O:11], predict the reactants needed to synthesize it. (2) Given the product [F:13][C:14]1[CH:15]=[C:16]([N:21]2[C:26](=[O:27])[C:25]([CH2:28][C:29]3[CH:34]=[CH:33][C:32]([C:35]4[CH:40]=[CH:39][CH:38]=[CH:37][C:36]=4[C:41]4[NH:3][C:4](=[O:7])[O:5][N:42]=4)=[CH:31][CH:30]=3)=[C:24]([CH2:43][CH2:44][CH3:45])[N:23]=[C:22]2[CH3:46])[CH:17]=[CH:18][C:19]=1[OH:20], predict the reactants needed to synthesize it. The reactants are: [Cl-].O[NH3+:3].[C:4](=[O:7])([O-])[OH:5].[Na+].CS(C)=O.[F:13][C:14]1[CH:15]=[C:16]([N:21]2[C:26](=[O:27])[C:25]([CH2:28][C:29]3[CH:34]=[CH:33][C:32]([C:35]4[C:36]([C:41]#[N:42])=[CH:37][CH:38]=[CH:39][CH:40]=4)=[CH:31][CH:30]=3)=[C:24]([CH2:43][CH2:44][CH3:45])[N:23]=[C:22]2[CH3:46])[CH:17]=[CH:18][C:19]=1[OH:20]. (3) Given the product [CH3:8][C:9]1([CH3:19])[O:14][CH2:13][C:12]([CH3:18])([C:15]([O:17][CH2:6][CH2:5][O:4][CH2:1][CH:2]=[CH2:3])=[O:16])[CH2:11][O:10]1, predict the reactants needed to synthesize it. The reactants are: [CH2:1]([O:4][CH2:5][CH2:6]O)[CH:2]=[CH2:3].[CH3:8][C:9]1([CH3:19])[O:14][CH2:13][C:12]([CH3:18])([C:15]([OH:17])=[O:16])[CH2:11][O:10]1.C1(C)C=CC(S([O-])(=O)=O)=CC=1.CN(C)C1C=C[NH+]=CC=1.CN(C1C=CC=CN=1)C.C1(N=C=NC2CCCCC2)CCCCC1.